Predict the product of the given reaction. From a dataset of Forward reaction prediction with 1.9M reactions from USPTO patents (1976-2016). (1) The product is: [C:24]([C:28]1[CH:32]=[C:31]([NH:33][C:34]([NH:1][C:2]2[CH:3]=[C:4]([CH:21]=[CH:22][CH:23]=2)[O:5][C:6]2[CH:18]=[CH:17][C:9]3[N:10]=[C:11]([NH:13][C:14](=[O:16])[CH3:15])[S:12][C:8]=3[C:7]=2[C:19]#[N:20])=[O:35])[N:30]([C:42]2[CH:47]=[CH:46][CH:45]=[CH:44][CH:43]=2)[N:29]=1)([CH3:27])([CH3:25])[CH3:26]. Given the reactants [NH2:1][C:2]1[CH:3]=[C:4]([CH:21]=[CH:22][CH:23]=1)[O:5][C:6]1[CH:18]=[CH:17][C:9]2[N:10]=[C:11]([NH:13][C:14](=[O:16])[CH3:15])[S:12][C:8]=2[C:7]=1[C:19]#[N:20].[C:24]([C:28]1[CH:32]=[C:31]([NH:33][C:34](=O)[O:35]CC(Cl)(Cl)Cl)[N:30]([C:42]2[CH:47]=[CH:46][CH:45]=[CH:44][CH:43]=2)[N:29]=1)([CH3:27])([CH3:26])[CH3:25].C(N(CC)CC)C, predict the reaction product. (2) Given the reactants C(OC(=O)[NH:7][C:8]1[CH:13]=[CH:12][CH:11]=[C:10]([O:14][CH2:15][CH:16]2[CH2:21][CH2:20][N:19]([CH3:22])[CH2:18][CH2:17]2)[CH:9]=1)(C)(C)C.[ClH:24], predict the reaction product. The product is: [ClH:24].[ClH:24].[CH3:22][N:19]1[CH2:20][CH2:21][CH:16]([CH2:15][O:14][C:10]2[CH:9]=[C:8]([NH2:7])[CH:13]=[CH:12][CH:11]=2)[CH2:17][CH2:18]1. (3) Given the reactants Br[C:2]1[CH:7]=[C:6]([NH:8][C:9](=[O:11])[CH3:10])[CH:5]=[C:4]([NH:12][C:13]2[CH:18]=[C:17]([C:19]([F:22])([F:21])[F:20])[CH:16]=[CH:15][N:14]=2)[N:3]=1.[S:23]1[CH:27]=[CH:26][N:25]=[CH:24]1.[F-].[Cs+].C(O)(=O)C(C)(C)C, predict the reaction product. The product is: [S:23]1[C:27]([C:2]2[CH:7]=[C:6]([NH:8][C:9](=[O:11])[CH3:10])[CH:5]=[C:4]([NH:12][C:13]3[CH:18]=[C:17]([C:19]([F:22])([F:21])[F:20])[CH:16]=[CH:15][N:14]=3)[N:3]=2)=[CH:26][N:25]=[CH:24]1. (4) Given the reactants [C:1]([C:4]1[C:12]2[C:7](=[CH:8][CH:9]=[CH:10][CH:11]=2)[N:6]([CH2:13][C:14]([O:16]C(C)(C)C)=[O:15])[N:5]=1)(=[O:3])[CH3:2].C(C1C2C(=CC=C(OC(F)(F)F)C=2)N(CC(O)=O)C=1)(=O)C, predict the reaction product. The product is: [C:1]([C:4]1[C:12]2[C:7](=[CH:8][CH:9]=[CH:10][CH:11]=2)[N:6]([CH2:13][C:14]([OH:16])=[O:15])[N:5]=1)(=[O:3])[CH3:2]. (5) The product is: [CH2:29]([N:31]([CH2:36][CH3:37])[C:32]([CH2:33][O:25][P:23]([CH:9]([C:8]1[C:4]2[CH:3]=[C:2]([Cl:1])[CH:28]=[CH:27][C:5]=2[S:6][CH:7]=1)[C:10](=[O:22])[NH:11][CH:12]=[CH:13][C:14]1[CH:19]=[CH:18][C:17]([F:20])=[C:16]([F:21])[CH:15]=1)([CH3:26])=[O:24])=[O:35])[CH3:30]. Given the reactants [Cl:1][C:2]1[CH:28]=[CH:27][C:5]2[S:6][CH:7]=[C:8]([CH:9]([P:23]([CH3:26])(=[O:25])[OH:24])[C:10](=[O:22])[NH:11][CH:12]=[CH:13][C:14]3[CH:19]=[CH:18][C:17]([F:20])=[C:16]([F:21])[CH:15]=3)[C:4]=2[CH:3]=1.[CH2:29]([N:31]([CH2:36][CH3:37])[C:32](=[O:35])[CH2:33]O)[CH3:30].CC1C=C(C)C(S(N2N=C([N+]([O-])=O)N=C2)(=O)=O)=C(C)C=1, predict the reaction product. (6) The product is: [Cl:17][CH2:13][C:3]1[N:2]([CH3:1])[CH:6]=[C:5]([C:7]2[CH:12]=[CH:11][CH:10]=[CH:9][CH:8]=2)[N:4]=1. Given the reactants [CH3:1][N:2]1[CH:6]=[C:5]([C:7]2[CH:12]=[CH:11][CH:10]=[CH:9][CH:8]=2)[N:4]=[C:3]1[CH2:13]O.O=S(Cl)[Cl:17], predict the reaction product. (7) Given the reactants C(N(CC)CC)C.[CH3:8][S:9](Cl)(=[O:11])=[O:10].[Br:13][C:14]1[CH:23]=[C:22]2[C:17]([C:18]3[N:27]4[CH2:28][CH2:29][NH:30][CH2:31][C:26]4=[N:25][C:19]=3[C:20]([NH2:24])=[N:21]2)=[CH:16][CH:15]=1, predict the reaction product. The product is: [Br:13][C:14]1[CH:23]=[C:22]2[C:17]([C:18]3[N:27]4[CH2:28][CH2:29][N:30]([S:9]([CH3:8])(=[O:11])=[O:10])[CH2:31][C:26]4=[N:25][C:19]=3[C:20]([NH2:24])=[N:21]2)=[CH:16][CH:15]=1. (8) Given the reactants [CH3:1][O:2][C:3]1[CH:8]=[CH:7][C:6]([C:9]2[NH:10][C:11](=O)[O:12][C:13]=2[C:14]2[CH:19]=[CH:18][C:17]([O:20][CH3:21])=[CH:16][CH:15]=2)=[CH:5][CH:4]=1.P(Cl)(Cl)([Cl:25])=O, predict the reaction product. The product is: [CH3:1][O:2][C:3]1[CH:8]=[CH:7][C:6]([C:9]2[N:10]=[C:11]([Cl:25])[O:12][C:13]=2[C:14]2[CH:19]=[CH:18][C:17]([O:20][CH3:21])=[CH:16][CH:15]=2)=[CH:5][CH:4]=1. (9) Given the reactants F[C:2]1[CH:9]=[C:8]([N:10]2[C:22]3[CH:21]=[CH:20][CH:19]=[C:18]([C:23]4[NH:27][C:26]5[CH:28]=[C:29]([F:32])[CH:30]=[CH:31][C:25]=5[N:24]=4)[C:17]=3[C:16]3[C:11]2=[CH:12][CH:13]=[CH:14][CH:15]=3)[CH:7]=[CH:6][C:3]=1[C:4]#[N:5].C(=O)([O-])[O-:34].[K+].[K+].Cl.[NH2:40][CH2:41][CH2:42][C:43]([CH3:46])([OH:45])[CH3:44].[OH-].[Na+].OO, predict the reaction product. The product is: [F:32][C:29]1[CH:30]=[CH:31][C:25]2[N:24]=[C:23]([C:18]3[C:17]4[C:16]5[C:11](=[CH:12][CH:13]=[CH:14][CH:15]=5)[N:10]([C:8]5[CH:7]=[CH:6][C:3]([C:4]([NH2:5])=[O:34])=[C:2]([NH:40][CH2:41][CH2:42][C:43]([OH:45])([CH3:46])[CH3:44])[CH:9]=5)[C:22]=4[CH:21]=[CH:20][CH:19]=3)[NH:27][C:26]=2[CH:28]=1. (10) Given the reactants [Cl:1][C:2]1[CH:3]=[C:4]([C:8]2[CH:13]=[CH:12][C:11]([CH2:14][C@@H:15]([NH:22][C:23](=[O:28])[C:24]([NH:26][NH2:27])=[O:25])[CH2:16][C:17]([O:19][CH2:20][CH3:21])=[O:18])=[CH:10][CH:9]=2)[CH:5]=[CH:6][CH:7]=1.C1N=CN([C:34](N2C=NC=C2)=[O:35])C=1, predict the reaction product. The product is: [Cl:1][C:2]1[CH:3]=[C:4]([C:8]2[CH:13]=[CH:12][C:11]([CH2:14][C@@H:15]([NH:22][C:23]([C:24]3[O:25][C:34](=[O:35])[NH:27][N:26]=3)=[O:28])[CH2:16][C:17]([O:19][CH2:20][CH3:21])=[O:18])=[CH:10][CH:9]=2)[CH:5]=[CH:6][CH:7]=1.